This data is from Forward reaction prediction with 1.9M reactions from USPTO patents (1976-2016). The task is: Predict the product of the given reaction. (1) Given the reactants [CH2:1]([C:4]1([S:7]([NH:10][C:11]2[C:16]([NH:17][C:18]3[CH:23]=[CH:22][C:21]([I:24])=[CH:20][C:19]=3[F:25])=[C:15]([CH3:26])[C:14](=[O:27])[N:13]([CH3:28])[CH:12]=2)(=[O:9])=[O:8])[CH2:6][CH2:5]1)[CH:2]=C.I([O-])(=O)(=O)=[O:30].[Na+].N1C(C)=CC=CC=1C, predict the reaction product. The product is: [F:25][C:19]1[CH:20]=[C:21]([I:24])[CH:22]=[CH:23][C:18]=1[NH:17][C:16]1[C:11]([NH:10][S:7]([C:4]2([CH2:1][CH:2]=[O:30])[CH2:5][CH2:6]2)(=[O:9])=[O:8])=[CH:12][N:13]([CH3:28])[C:14](=[O:27])[C:15]=1[CH3:26]. (2) Given the reactants Br[C:2]1[CH:7]=[CH:6][C:5]([N+:8]([O-:10])=[O:9])=[CH:4][C:3]=1[O:11][CH3:12].[NH:13]1[CH2:18][CH2:17][O:16][CH2:15][CH2:14]1, predict the reaction product. The product is: [CH3:12][O:11][C:3]1[CH:4]=[C:5]([N+:8]([O-:10])=[O:9])[CH:6]=[CH:7][C:2]=1[N:13]1[CH2:18][CH2:17][O:16][CH2:15][CH2:14]1. (3) Given the reactants Cl[Si:2]([Cl:5])([CH3:4])[CH3:3].[CH3:6][C:7]1[CH-:8][C:9]2[C:14]([CH:15]=1)=[C:13]([C:16]1[CH:21]=[CH:20][CH:19]=[CH:18][CH:17]=1)[CH:12]=[CH:11][CH:10]=2.[Li+], predict the reaction product. The product is: [Cl:5][Si:2]([CH3:3])([CH3:4])[CH:8]1[C:9]2[C:14](=[C:13]([C:16]3[CH:21]=[CH:20][CH:19]=[CH:18][CH:17]=3)[CH:12]=[CH:11][CH:10]=2)[CH:15]=[C:7]1[CH3:6]. (4) Given the reactants [NH2:1][CH2:2][CH2:3][CH2:4][NH:5][C:6]([C:8]1[S:12][C:11]([C:13]([NH:15][CH:16]([C:21]2[CH:26]=[CH:25][CH:24]=[CH:23][CH:22]=2)[CH2:17][C:18]([OH:20])=[O:19])=[O:14])=[CH:10][CH:9]=1)=[O:7].CC[N:29]([CH:33](C)C)C(C)C.C[N:37](C=O)C, predict the reaction product. The product is: [NH:1]([CH2:2][CH2:3][CH2:4][NH:5][C:6]([C:8]1[S:12][C:11]([C:13]([NH:15][CH:16]([C:21]2[CH:22]=[CH:23][CH:24]=[CH:25][CH:26]=2)[CH2:17][C:18]([OH:20])=[O:19])=[O:14])=[CH:10][CH:9]=1)=[O:7])[C:33]([NH2:29])=[NH:37]. (5) Given the reactants [F:1][C:2]1[CH:7]=[CH:6][C:5]([NH:8][C:9]2[C:10]3[CH:18]=[C:17]([NH:19]CC4C=CC(OC)=CC=4)[N:16]=[CH:15][C:11]=3[N:12]=[CH:13][N:14]=2)=[CH:4][C:3]=1[C:29]([F:32])([F:31])[F:30].C1(OC)C=CC=CC=1, predict the reaction product. The product is: [F:1][C:2]1[CH:7]=[CH:6][C:5]([NH:8][C:9]2[C:10]3[CH:18]=[C:17]([NH2:19])[N:16]=[CH:15][C:11]=3[N:12]=[CH:13][N:14]=2)=[CH:4][C:3]=1[C:29]([F:30])([F:31])[F:32]. (6) Given the reactants [C:1]1([CH:7]([OH:10])[CH:8]=[CH2:9])[CH:6]=[CH:5][CH:4]=[CH:3][CH:2]=1.[Br:11][C:12]1[CH:17]=[CH:16][C:15](F)=[C:14]([N+:19]([O-:21])=[O:20])[CH:13]=1.BrC1C=CC(OCC=CC2C=CC=CC=2)=C([N+]([O-])=O)C=1, predict the reaction product. The product is: [Br:11][C:12]1[CH:17]=[CH:16][C:15]([O:10][CH:7]([C:1]2[CH:6]=[CH:5][CH:4]=[CH:3][CH:2]=2)[CH:8]=[CH2:9])=[C:14]([N+:19]([O-:21])=[O:20])[CH:13]=1. (7) Given the reactants F[B-](F)(F)F.[CH:26]([C:20]1[CH:19]=[C:18]([I+][C:18]2[CH:23]=[CH:22][C:21]([O:24][CH3:25])=[C:20]([CH:26]([CH3:28])[CH3:27])[CH:19]=2)[CH:23]=[CH:22][C:21]=1[O:24][CH3:25])([CH3:28])[CH3:27].[Br:29][C:30]1[C:35]([CH3:36])=[C:34]([N+:37]([O-:39])=[O:38])[CH:33]=[C:32]([Br:40])[C:31]=1[OH:41].CCN(CC)CC.[Al], predict the reaction product. The product is: [Br:29][C:30]1[C:35]([CH3:36])=[C:34]([N+:37]([O-:39])=[O:38])[CH:33]=[C:32]([Br:40])[C:31]=1[O:41][C:18]1[CH:23]=[CH:22][C:21]([O:24][CH3:25])=[C:20]([CH:26]([CH3:27])[CH3:28])[CH:19]=1. (8) Given the reactants [C:1]([OH:11])(=[O:10])[C:2]1[CH:7]=[CH:6][C:5]([O:8][CH3:9])=[CH:4][CH:3]=1.[N+:12]([O-])([OH:14])=[O:13], predict the reaction product. The product is: [N+:12]([C:6]1[CH:7]=[C:2]([CH:3]=[CH:4][C:5]=1[O:8][CH3:9])[C:1]([OH:11])=[O:10])([O-:14])=[O:13]. (9) Given the reactants [N:1]1[C:10]2[CH:9]=[CH:8][NH:7][C:6](=[O:11])[C:5]=2[CH:4]=[CH:3][CH:2]=1.O[C@@H:13]([CH3:18])[C:14]([O:16][CH3:17])=[O:15].C1(P(C2C=CC=CC=2)C2C=CC=CC=2)C=CC=CC=1.CCOC(/N=N/C(OCC)=O)=O, predict the reaction product. The product is: [NH4+:1].[OH-:11].[O:11]=[C:6]1[N:7]([C@H:13]([CH3:18])[C:14]([O:16][CH3:17])=[O:15])[CH:8]=[CH:9][C:10]2[N:1]=[CH:2][CH:3]=[CH:4][C:5]1=2. (10) Given the reactants [NH2:1][C:2]1[C:11]2[N:12]=[C:13]([CH2:26][CH2:27][CH2:28][CH3:29])[N:14]([CH2:15][CH2:16][CH2:17][C:18]([C:20]3[CH:25]=[CH:24][CH:23]=[CH:22][CH:21]=3)=O)[C:10]=2[C:9]2[CH:8]=[CH:7][CH:6]=[CH:5][C:4]=2[N:3]=1.Cl.[CH3:31][O:32][NH2:33], predict the reaction product. The product is: [CH3:31][O:32][N:33]=[C:18]([C:20]1[CH:21]=[CH:22][CH:23]=[CH:24][CH:25]=1)[CH2:17][CH2:16][CH2:15][N:14]1[C:10]2[C:9]3[CH:8]=[CH:7][CH:6]=[CH:5][C:4]=3[N:3]=[C:2]([NH2:1])[C:11]=2[N:12]=[C:13]1[CH2:26][CH2:27][CH2:28][CH3:29].